Task: Predict the product of the given reaction.. Dataset: Forward reaction prediction with 1.9M reactions from USPTO patents (1976-2016) Given the reactants [Cl:1][C:2]1[CH:19]=[C:18]([NH:20][C:21]2[CH:26]=[CH:25][C:24]([F:27])=[CH:23][C:22]=2[F:28])[CH:17]=[CH:16][C:3]=1[C:4]([C:6]1[CH:7]=[C:8]([CH:12]=[CH:13][C:14]=1[CH3:15])[C:9](O)=[O:10])=[O:5].[CH2:29]([O:36][NH2:37])[C:30]1[CH:35]=[CH:34][CH:33]=[CH:32][CH:31]=1, predict the reaction product. The product is: [CH2:29]([O:36][NH:37][C:9](=[O:10])[C:8]1[CH:12]=[CH:13][C:14]([CH3:15])=[C:6]([C:4](=[O:5])[C:3]2[CH:16]=[CH:17][C:18]([NH:20][C:21]3[CH:26]=[CH:25][C:24]([F:27])=[CH:23][C:22]=3[F:28])=[CH:19][C:2]=2[Cl:1])[CH:7]=1)[C:30]1[CH:35]=[CH:34][CH:33]=[CH:32][CH:31]=1.